Task: Predict the reaction yield, written as a fraction of the theoretical maximum amount of product (1.0 means a 100% yield; for example, 0.34 means a 34% yield).. Dataset: Reaction yield outcomes from USPTO patents with 853,638 reactions (1) The yield is 0.750. The reactants are [CH2:1]([NH:3][C:4]1[CH:9]=[C:8]([CH3:10])[N:7]=[C:6]([S:11][CH3:12])[N:5]=1)[CH3:2].[I:13]Cl. The product is [CH2:1]([NH:3][C:4]1[C:9]([I:13])=[C:8]([CH3:10])[N:7]=[C:6]([S:11][CH3:12])[N:5]=1)[CH3:2]. The catalyst is CO. (2) The product is [F:29][C:26]1[CH:25]=[CH:24][C:23]([CH2:22][NH:21][C:20]([C:8]2[C:9](=[O:19])[C:10]([O:11][CH2:12][C:13]3[CH:18]=[CH:17][CH:16]=[CH:15][CH:14]=3)=[C:5]3[C:3](=[O:4])[N:34]4[C@@H:35]([CH3:45])[CH2:36][CH2:37][N:38]([CH:39]5[CH2:44][CH2:43][S:42][CH2:41][CH2:40]5)[C@@H:32]4[CH2:31][N:6]3[CH:7]=2)=[O:30])=[CH:28][CH:27]=1. The yield is 0.490. The reactants are CO[C:3]([C:5]1[N:6]([CH2:31][CH:32]=O)[CH:7]=[C:8]([C:20](=[O:30])[NH:21][CH2:22][C:23]2[CH:28]=[CH:27][C:26]([F:29])=[CH:25][CH:24]=2)[C:9](=[O:19])[C:10]=1[O:11][CH2:12][C:13]1[CH:18]=[CH:17][CH:16]=[CH:15][CH:14]=1)=[O:4].[NH2:34][C@@H:35]([CH3:45])[CH2:36][CH2:37][NH:38][CH:39]1[CH2:44][CH2:43][S:42][CH2:41][CH2:40]1.C(O)(=O)C. The catalyst is ClCCl. (3) The reactants are C[O:2][C:3](=[O:33])[CH2:4][CH:5]1[CH2:13][C:12]2[C:7](=[CH:8][CH:9]=[C:10]([S:14]([N:17]3[CH2:22][CH2:21][N:20]([C:23]4[CH:28]=[CH:27][C:26]([C:29]([F:32])([F:31])[F:30])=[CH:25][CH:24]=4)[CH2:19][CH2:18]3)(=[O:16])=[O:15])[CH:11]=2)[CH2:6]1.[Li+].[OH-]. The catalyst is C1COCC1. The product is [F:32][C:29]([F:30])([F:31])[C:26]1[CH:27]=[CH:28][C:23]([N:20]2[CH2:19][CH2:18][N:17]([S:14]([C:10]3[CH:11]=[C:12]4[C:7](=[CH:8][CH:9]=3)[CH2:6][CH:5]([CH2:4][C:3]([OH:33])=[O:2])[CH2:13]4)(=[O:15])=[O:16])[CH2:22][CH2:21]2)=[CH:24][CH:25]=1. The yield is 0.980. (4) The reactants are Br[C:2]1[N:6]2[N:7]=[CH:8][C:9]([C:11]([F:14])([F:13])[F:12])=[N:10][C:5]2=[N:4][CH:3]=1.[F:15][C:16]1[C:21]([C:22]2[CH:27]=[CH:26][CH:25]=[CH:24][C:23]=2[S:28]([CH3:31])(=[O:30])=[O:29])=[CH:20][C:19](B2OC(C)(C)C(C)(C)O2)=[CH:18][CH:17]=1.FC1C=CC(B2OC(C)(C)C(C)(C)O2)=CC=1C1C=NC=CC=1. No catalyst specified. The product is [F:15][C:16]1[C:21]([C:22]2[CH:27]=[CH:26][CH:25]=[CH:24][C:23]=2[S:28]([CH3:31])(=[O:30])=[O:29])=[CH:20][C:19]([C:2]2[N:6]3[N:7]=[CH:8][C:9]([C:11]([F:14])([F:13])[F:12])=[N:10][C:5]3=[N:4][CH:3]=2)=[CH:18][CH:17]=1. The yield is 0.890. (5) The reactants are [CH:1]1([O:4][C:5]2[CH:14]=[CH:13][C:8]([C:9]([O:11]C)=[O:10])=[CH:7][C:6]=2[S:15]([N:18]2[CH2:24][CH:23]([OH:25])[CH2:22][O:21][CH2:20][CH2:19]2)(=[O:17])=[O:16])[CH2:3][CH2:2]1.Cl. The catalyst is C1COCC1.O. The product is [CH:1]1([O:4][C:5]2[CH:14]=[CH:13][C:8]([C:9]([OH:11])=[O:10])=[CH:7][C:6]=2[S:15]([N:18]2[CH2:24][CH:23]([OH:25])[CH2:22][O:21][CH2:20][CH2:19]2)(=[O:16])=[O:17])[CH2:3][CH2:2]1. The yield is 0.855. (6) The reactants are [OH:1][C:2]1[CH:3]=[C:4]2[C:9](=[CH:10][CH:11]=1)[N:8]=[C:7]([C:12]1[CH:19]=[CH:18][C:15]([C:16]#[N:17])=[CH:14][CH:13]=1)[CH:6]=[CH:5]2.[NH2:20][OH:21].Cl. The catalyst is CCO. The product is [OH:21][NH:20][C:16](=[NH:17])[C:15]1[CH:14]=[CH:13][C:12]([C:7]2[CH:6]=[CH:5][C:4]3[C:9](=[CH:10][CH:11]=[C:2]([OH:1])[CH:3]=3)[N:8]=2)=[CH:19][CH:18]=1. The yield is 0.780. (7) The reactants are [CH2:1]([C:3]1[C:8](=[O:9])[NH:7][C:6]([CH3:10])=[C:5]([C:11]2[O:15][C:14]([S:16]([Cl:19])(=[O:18])=[O:17])=[CH:13][CH:12]=2)[CH:4]=1)[CH3:2].[N:20]1[CH:25]=[CH:24][CH:23]=[C:22]([CH2:26][CH2:27][NH2:28])[CH:21]=1. No catalyst specified. The product is [ClH:19].[N:20]1[CH:25]=[CH:24][CH:23]=[C:22]([CH2:26][CH2:27][NH:28][S:16]([C:14]2[O:15][C:11]([C:5]3[CH:4]=[C:3]([CH2:1][CH3:2])[C:8](=[O:9])[NH:7][C:6]=3[CH3:10])=[CH:12][CH:13]=2)(=[O:18])=[O:17])[CH:21]=1. The yield is 0.340. (8) The reactants are C[O:2][C:3]([C:5]1[S:6][C:7]([C:37]2[CH:42]=[CH:41][CH:40]=[CH:39][CH:38]=2)=[CH:8][C:9]=1[N:10]([C:27](=[O:36])[C:28]1[CH:33]=[CH:32][C:31]([Cl:34])=[CH:30][C:29]=1[Cl:35])[CH2:11][C:12]1[O:13][C:14]([C:17]2[CH:22]=[CH:21][CH:20]=[C:19]([C:23]([F:26])([F:25])[F:24])[CH:18]=2)=[CH:15][CH:16]=1)=[O:4].[OH-].[Li+].Cl. The catalyst is C1COCC1.O. The product is [Cl:35][C:29]1[CH:30]=[C:31]([Cl:34])[CH:32]=[CH:33][C:28]=1[C:27]([N:10]([CH2:11][C:12]1[O:13][C:14]([C:17]2[CH:22]=[CH:21][CH:20]=[C:19]([C:23]([F:24])([F:25])[F:26])[CH:18]=2)=[CH:15][CH:16]=1)[C:9]1[CH:8]=[C:7]([C:37]2[CH:38]=[CH:39][CH:40]=[CH:41][CH:42]=2)[S:6][C:5]=1[C:3]([OH:4])=[O:2])=[O:36]. The yield is 0.760.